The task is: Predict the reaction yield, written as a fraction of the theoretical maximum amount of product (1.0 means a 100% yield; for example, 0.34 means a 34% yield).. This data is from Reaction yield outcomes from USPTO patents with 853,638 reactions. (1) The reactants are [CH3:1][O:2][C:3]1[CH:4]=[CH:5][CH:6]=[C:7]2[C:12]=1[CH2:11][C@@H:10]([N:13]([CH3:15])[CH3:14])[CH2:9][CH2:8]2.[N+:16]([O-])([O-:18])=[O:17].[Na+].N. The catalyst is FC(F)(F)C(O)=O. The product is [CH3:1][O:2][C:3]1[CH:4]=[CH:5][C:6]([N+:16]([O-:18])=[O:17])=[C:7]2[C:12]=1[CH2:11][C@@H:10]([N:13]([CH3:14])[CH3:15])[CH2:9][CH2:8]2. The yield is 0.686. (2) The reactants are [NH:1]1[CH2:5][CH2:4][C@@H:3]2[CH2:6][N:7]([C:9]([O:11][C:12]([CH3:15])([CH3:14])[CH3:13])=[O:10])[CH2:8][C@H:2]12.[Cl:16][C:17]1[CH:22]=[CH:21][C:20](I)=[CH:19][N:18]=1. No catalyst specified. The product is [Cl:16][C:17]1[N:18]=[CH:19][C:20]([N:1]2[CH2:5][CH2:4][C@@H:3]3[CH2:6][N:7]([C:9]([O:11][C:12]([CH3:15])([CH3:14])[CH3:13])=[O:10])[CH2:8][C@H:2]23)=[CH:21][CH:22]=1. The yield is 0.890. (3) The reactants are [CH3:1][C:2]1([CH3:15])[C:11]2[C:6]3=[C:7]([NH:12][C:13](=[O:14])[N:5]3[CH2:4][CH2:3]1)[CH:8]=[CH:9][CH:10]=2.C(=O)([O-])[O-].[Cs+].[Cs+].CC1C=CC(S(O[CH2:33][C@H:34]2[C@H:38]([CH2:39][O:40][Si:41]([C:44]([CH3:47])([CH3:46])[CH3:45])([CH3:43])[CH3:42])[O:37][C:36]([CH3:49])([CH3:48])[O:35]2)(=O)=O)=CC=1.O. The catalyst is CN(C=O)C. The product is [Si:41]([O:40][CH2:39][C@@H:38]1[O:37][C:36]([CH3:49])([CH3:48])[O:35][C@H:34]1[CH2:33][N:12]1[C:7]2=[C:6]3[C:11](=[CH:10][CH:9]=[CH:8]2)[C:2]([CH3:15])([CH3:1])[CH2:3][CH2:4][N:5]3[C:13]1=[O:14])([C:44]([CH3:47])([CH3:45])[CH3:46])([CH3:42])[CH3:43]. The yield is 0.690. (4) The reactants are NC1C=CC(C)=C2C=1C(=O)NC2.NC1C=CC=C2C=1C(=O)NC2.[I-].[K+].II.[N+]([O-])(OC(C)(C)C)=O.[I:36][C:37]1[CH:38]=[CH:39][C:40](C)=[C:41]2[C:45]=1[C:44](=[O:46])[NH:43][CH2:42]2. The catalyst is C(#N)C.[Cu](I)I. The product is [I:36][C:37]1[CH:38]=[CH:39][CH:40]=[C:41]2[C:45]=1[C:44](=[O:46])[NH:43][CH2:42]2. The yield is 0.500. (5) The reactants are [N:1]([C:4]1[CH:13]=[CH:12][CH:11]=[CH:10][C:5]=1[C:6]([O:8]C)=O)=[C:2]=[O:3].[C:14]([NH:21][C:22]1[CH:27]=[CH:26][C:25]([NH2:28])=[CH:24][CH:23]=1)([O:16][C:17]([CH3:20])([CH3:19])[CH3:18])=[O:15].CCN(C(C)C)C(C)C.C1CCN2C(=NCCC2)CC1. The catalyst is C1COCC1. The product is [C:17]([O:16][C:14]([NH:21][C:22]1[CH:23]=[CH:24][C:25]([N:28]2[C:6](=[O:8])[C:5]3[C:4](=[CH:13][CH:12]=[CH:11][CH:10]=3)[NH:1][C:2]2=[O:3])=[CH:26][CH:27]=1)=[O:15])([CH3:20])([CH3:18])[CH3:19]. The yield is 0.850. (6) The reactants are [NH2:1][C:2]1[C:3]([C:7](=[N:9][OH:10])N)=[N:4][O:5][N:6]=1.[ClH:11].[Cl-].[Na+].N([O-])=O.[Na+]. The catalyst is O.C(O)(=O)C. The product is [NH2:1][C:2]1[C:3]([C:7]([Cl:11])=[N:9][OH:10])=[N:4][O:5][N:6]=1. The yield is 0.534. (7) The reactants are [CH3:1][C:2]([CH3:12])([CH2:10][OH:11])/[CH:3]=[CH:4]/[C:5]([O:7][CH2:8][CH3:9])=[O:6]. The catalyst is ClCCl. The product is [CH3:12][C:2]([CH:10]=[O:11])([CH3:1])[CH:3]=[CH:4][C:5]([O:7][CH2:8][CH3:9])=[O:6]. The yield is 0.940.